From a dataset of Forward reaction prediction with 1.9M reactions from USPTO patents (1976-2016). Predict the product of the given reaction. (1) The product is: [C:9]1([S:15]([NH:7][C:6]2[CH:5]=[CH:4][C:3]([OH:8])=[CH:2][CH:1]=2)(=[O:17])=[O:16])[CH:14]=[CH:13][CH:12]=[CH:11][CH:10]=1. Given the reactants [CH:1]1[C:6]([NH2:7])=[CH:5][CH:4]=[C:3]([OH:8])[CH:2]=1.[C:9]1([S:15](Cl)(=[O:17])=[O:16])[CH:14]=[CH:13][CH:12]=[CH:11][CH:10]=1, predict the reaction product. (2) Given the reactants [CH3:1][O:2][C:3]([NH:5][C@H:6]([C:10]([N:12]1[C@@H:16]([CH3:17])[CH2:15][CH2:14][C@H:13]1[C:18]1[NH:22][C:21]2[C:23]3[C:28]([CH:29]=[CH:30][C:20]=2[N:19]=1)=[CH:27][C:26]1[C:31]2[C:36]([CH2:37][O:38][C:25]=1[CH:24]=3)=[CH:35][C:34]([C:39]1[NH:43][C:42]([C@@H:44]3[CH2:48][C@H:47]([CH3:49])[CH2:46][N:45]3C(OC(C)(C)C)=O)=[N:41][CH:40]=1)=[CH:33][CH:32]=2)=[O:11])[CH:7]([CH3:9])[CH3:8])=[O:4].[CH3:57][O:58][C:59]([NH:61][C@H:62]([C:66]1[CH:71]=[CH:70][CH:69]=[CH:68][CH:67]=1)[C:63]([OH:65])=O)=[O:60].CCOC(C(C#N)=NOC(N1CCOCC1)=[N+](C)C)=O.F[P-](F)(F)(F)(F)F.C(N(C(C)C)CC)(C)C, predict the reaction product. The product is: [CH3:57][O:58][C:59]([NH:61][C@H:62]([C:66]1[CH:71]=[CH:70][CH:69]=[CH:68][CH:67]=1)[C:63]([N:45]1[CH2:46][C@@H:47]([CH3:49])[CH2:48][C@H:44]1[C:42]1[NH:43][C:39]([C:34]2[CH:35]=[C:36]3[CH2:37][O:38][C:25]4[CH:24]=[C:23]5[C:28]([CH:29]=[CH:30][C:20]6[N:19]=[C:18]([C@@H:13]7[CH2:14][CH2:15][C@H:16]([CH3:17])[N:12]7[C:10](=[O:11])[C@@H:6]([NH:5][C:3](=[O:4])[O:2][CH3:1])[CH:7]([CH3:9])[CH3:8])[NH:22][C:21]=65)=[CH:27][C:26]=4[C:31]3=[CH:32][CH:33]=2)=[CH:40][N:41]=1)=[O:65])=[O:60]. (3) Given the reactants [CH3:1][O:2][C:3](=O)[C:4]1C=CC(CN2CCCCC2)=CC=1.[H-].[Al+3].[Li+].[H-].[H-].[H-].[Cl-].[NH4+].[C:26](O)(=O)/C=[CH:28]\[C:29]([OH:31])=O, predict the reaction product. The product is: [CH2:3]([O:2][CH2:1][CH3:26])[CH3:4].[CH3:1][CH:29]([OH:31])[CH3:28]. (4) The product is: [ClH:26].[CH:1]1([O:7][C:8]2[CH:9]=[CH:10][C:11]3[CH2:12][NH:13][CH2:14][CH2:15][O:16][C:17]=3[N:18]=2)[CH2:2][CH2:3][CH2:4][CH2:5][CH2:6]1. Given the reactants [CH:1]1([O:7][C:8]2[CH:9]=[CH:10][C:11]3[CH2:12][N:13](C(OC(C)(C)C)=O)[CH2:14][CH2:15][O:16][C:17]=3[N:18]=2)[CH2:6][CH2:5][CH2:4][CH2:3][CH2:2]1.[ClH:26].C(OCC)(=O)C, predict the reaction product. (5) Given the reactants [CH2:1]1[C:10]2[C:5](=[CH:6][CH:7]=[CH:8][CH:9]=2)[CH2:4][CH2:3][C:2]1=O.[NH2:12][CH2:13][CH2:14][CH2:15][N:16]1[CH2:21][CH2:20][N:19]([CH3:22])[CH2:18][CH2:17]1.[BH4-].[Na+], predict the reaction product. The product is: [CH3:22][N:19]1[CH2:20][CH2:21][N:16]([CH2:15][CH2:14][CH2:13][NH:12][CH:2]2[CH2:3][CH2:4][C:5]3[C:10](=[CH:9][CH:8]=[CH:7][CH:6]=3)[CH2:1]2)[CH2:17][CH2:18]1.